This data is from Experimentally validated miRNA-target interactions with 360,000+ pairs, plus equal number of negative samples. The task is: Binary Classification. Given a miRNA mature sequence and a target amino acid sequence, predict their likelihood of interaction. (1) The miRNA is hsa-miR-6499-3p with sequence AGCAGUGUUUGUUUUGCCCACA. The protein sequence of the target gene is MELDHMTTGGLHAYPAPRGGPAAKPNVILQIGKCRAEMLEHVRRTHRHLLTEVSKQVERELKGLHRSVGKLENNLDGYVPTGDSQRWKKSIKACLCRCQETIANLERWVKREMHVWREVFYRLERWADRLESMGGKYPVGSEPARHTVSVGVGGPEPYCQEADGYDYTVSPYAITPPPAAGELPEQESVEAQQYQSWGPGEDGQPSPGVDTQIFEDPREFLSHLEEYLRQVGGSEEYWLSQIQNHMNGPAKKWWEFKQGSVKNWVEFKKEFLQYSEGTLSREAIQRELELPQKQGEPLDQ.... Result: 0 (no interaction). (2) The miRNA is hsa-miR-129-5p with sequence CUUUUUGCGGUCUGGGCUUGC. The protein sequence of the target gene is MATTAQYLPRGPGGGAGGTGPLMHPDAAAAAAAAAAAERLHAGAAYREVQKLMHHEWLGAGAGHPVGLAHPQWLPTGGGGGGDWAGGPHLEHGKAGGGGTGRADDGGGGGGFHARLVHQGAAHAGAAWAQGSTAHHLGPAMSPSPGASGGHQPQPLGLYAQAAYPGGGGGGLAGMLAAGGGGAGPGLHHALHEDGHEAQLEPSPPPHLGAHGHAHGHAHAGGLHAAAAHLHPGAGGGGSSVGEHSDEDAPSSDDLEQFAKQFKQRRIKLGFTQADVGLALGTLYGNVFSQTTICRFEALQ.... Result: 1 (interaction). (3) The miRNA is hsa-miR-4794 with sequence UCUGGCUAUCUCACGAGACUGU. The protein sequence of the target gene is MAERGRLGLPGAPGALNTPVPMNLFATWEVDGSSPSCVPRLCSLTLKKLVVFKELEKELISVVIAVKMQGSKRILRSHEIVLPPSGQVETDLALTFSLQYPHFLKREGNKLQIMLQRRKRYKNRTILGYKTLAAGSISMAEVMQHPSEGGQVLSLCSSIKEAPVKAAEIWIASLSSQPIDHEDSTMQAGPKAKSTDNYSEEEYESFSSEQEASDDAVQGQDLDEDDFDVGKPKKQRRSIVRTTSMTRQQNFKQKVVALLRRFKVSDEVLDSEQDPAEHIPEAEEDLDLLYDTLDMEHPSD.... Result: 1 (interaction). (4) The miRNA is hsa-miR-302c-3p with sequence UAAGUGCUUCCAUGUUUCAGUGG. The protein sequence of the target gene is MVCGIQEAAENYRKLFQEILNTSREKLEAAKSILTDEQERMAMIQEEEQNFKKMIESEYSMRLRLLNEECEQNLQRQQECISDLNLRETLLNQAIKLATELEEMFQEMLQRLGRVGRENMEKLKESEARASEQVRSLLKLIVELEKKCGEGTLALLKNAKYSLERSKSLLLEHLEPAHITDLSLCHIRGLSSMFRVLQRHLTLDPETAHPCLALSEDLRTMRLRHGQQDGAGNPERLDFSAMVLAAESFTSGRHYWEVDVEKATRWQVGIYHGSADAKGSTARASGEKVLLTGSVMGTEW.... Result: 1 (interaction). (5) The miRNA is hsa-miR-4649-5p with sequence UGGGCGAGGGGUGGGCUCUCAGAG. The protein sequence of the target gene is MAEKRPLGPLGPMMYGKLPRLEPDPGPGHSLPLSASSQDSCNYKGAYFSCPIGGTSKAGSERLASWTPYPSLYPTGVAGSPLRGDNLLTNCLLYRPPTEGSEKIQDSSELLPFGPQAHAYPGPPLAAPKPVYRNPLCYGLSTCLGDGGTKRSLDGDWTLVTGPLLPSADPPCPLATAPGKGQPLDGTFLRGLPSGGPGKDSSLPFSPCQAFLEKYRTIQSTGFLASKYTSPYPGDAKQAMSEGPSSPWTQLAQPLGPPCQDAVAAHYPLPPPPQALPCPPSCHPEKQGSYGSLLPLPPLG.... Result: 0 (no interaction). (6) The miRNA is hsa-miR-6833-3p with sequence UUUCUCUCUCCACUUCCUCAG. The protein sequence of the target gene is MLTVALLALLCASASGNAIQARSSSYSGEYGGGGGKRFSHSGNQLDGPITALRVRVNTYYIVGLQVRYGKVWSDYVGGRNGDLEEIFLHPGESVIQVSGKYKWYLKKLLFVTDKGRYLSFGKDSGTSFNAVPLHPNTVLRFISGRSGSLIDAIGLHWDVYPSSCSRC. Result: 1 (interaction). (7) The miRNA is hsa-miR-191-3p with sequence GCUGCGCUUGGAUUUCGUCCCC. The protein sequence of the target gene is MLSGARCRLASALRGTRAPPSAVARRCLHASGSRPLADRGKKTEEPPRDFDPALLEFLVCPLSKKPLRYEASTNELINEELGIAYPIIDGIPNMIPQAARMTRQSKKQEEVEQR. Result: 0 (no interaction).